This data is from Catalyst prediction with 721,799 reactions and 888 catalyst types from USPTO. The task is: Predict which catalyst facilitates the given reaction. (1) Reactant: [CH3:1][O:2][C:3]1[CH:8]=[CH:7][C:6]([CH3:9])=[CH:5][C:4]=1[O:10][CH3:11].[C:12](Cl)(=[O:14])[CH3:13].[Cl-].[Cl-].[Cl-].[Al+3]. Product: [CH3:11][O:10][C:4]1[C:3]([O:2][CH3:1])=[CH:8][C:7]([C:12](=[O:14])[CH3:13])=[C:6]([CH3:9])[CH:5]=1. The catalyst class is: 534. (2) Reactant: Cl.[NH2:2][C@@H:3]([CH:15]([CH3:17])[CH3:16])[CH2:4][NH:5][C:6](=[O:14])[C:7]1[CH:12]=[CH:11][C:10]([Cl:13])=[CH:9][CH:8]=1.[CH3:18][CH:19]([CH3:32])[C@H:20]([NH:24][C:25]([O:27][CH2:28][CH:29]([CH3:31])[CH3:30])=[O:26])[C:21](O)=[O:22].ON1C(=O)CCC1=O.C1(N=C=NC2CCCCC2)CCCCC1.C(N(CC)CC)C. Product: [Cl:13][C:10]1[CH:11]=[CH:12][C:7]([C:6]([NH:5][CH2:4][C@@H:3]([NH:2][C:21](=[O:22])[C@@H:20]([NH:24][C:25]([O:27][CH2:28][CH:29]([CH3:31])[CH3:30])=[O:26])[CH:19]([CH3:32])[CH3:18])[CH:15]([CH3:17])[CH3:16])=[O:14])=[CH:8][CH:9]=1. The catalyst class is: 4. (3) Reactant: [CH3:1][C@@:2]1([CH2:5]OS(C2C=CC=C([N+]([O-])=O)C=2)(=O)=O)[CH2:4][O:3]1.[CH:19]1([NH:22][C:23](=[O:41])[C:24]2[CH:29]=[CH:28][C:27]([O:30][CH2:31][C:32]3[CH:37]=[CH:36][C:35]([O:38][CH3:39])=[CH:34][CH:33]=3)=[CH:26][C:25]=2[OH:40])[CH2:21][CH2:20]1.C(=O)([O-])[O-].[Cs+].[Cs+]. Product: [CH:19]1([NH:22][C:23](=[O:41])[C:24]2[CH:29]=[CH:28][C:27]([O:30][CH2:31][C:32]3[CH:37]=[CH:36][C:35]([O:38][CH3:39])=[CH:34][CH:33]=3)=[CH:26][C:25]=2[O:40][CH2:1][C@:2]2([CH3:5])[CH2:4][O:3]2)[CH2:21][CH2:20]1. The catalyst class is: 9. (4) The catalyst class is: 1. Product: [CH3:1][C:2]1([CH3:12])[O:6][C@@H:5]2[CH2:7][CH2:8][CH2:9][C@@H:10]([NH:11][CH:35]3[CH2:34][CH2:33][N:32]([C:30]4[CH:29]=[CH:28][CH:27]=[C:26]([C:18]5[CH:17]=[CH:16][C:15]6[C:14]([CH3:39])([CH3:13])[CH2:23][CH2:22][C:21]([CH3:25])([CH3:24])[C:20]=6[CH:19]=5)[N:31]=4)[CH2:37][CH2:36]3)[C@@H:4]2[O:3]1. Reactant: [CH3:1][C:2]1([CH3:12])[O:6][C@@H:5]2[CH2:7][CH2:8][CH2:9][C@@H:10]([NH2:11])[C@@H:4]2[O:3]1.[CH3:13][C:14]1([CH3:39])[CH2:23][CH2:22][C:21]([CH3:25])([CH3:24])[C:20]2[CH:19]=[C:18]([C:26]3[N:31]=[C:30]([N:32]4[CH2:37][CH2:36][C:35](=O)[CH2:34][CH2:33]4)[CH:29]=[CH:28][CH:27]=3)[CH:17]=[CH:16][C:15]1=2. (5) Reactant: [BrH:1].C(O)(=O)C.O=[C:7]([C:12]1[CH:17]=[CH:16][CH:15]=[C:14]([C:18]([F:21])([F:20])[F:19])[CH:13]=1)[CH2:8][S:9][C:10]#[N:11].O. Product: [Br:1][C:10]1[S:9][CH:8]=[C:7]([C:12]2[CH:17]=[CH:16][CH:15]=[C:14]([C:18]([F:21])([F:20])[F:19])[CH:13]=2)[N:11]=1. The catalyst class is: 15. (6) Reactant: [CH2:1]([C:4]1([CH2:17][CH:18]=[CH2:19])[C:12]2[C:7](=[CH:8][CH:9]=[C:10]([N+:13]([O-:15])=[O:14])[CH:11]=2)[NH:6][C:5]1=[O:16])[CH:2]=[CH2:3].CI.[C:22](=O)([O-])[O-].[K+].[K+].O. Product: [CH2:17]([C:4]1([CH2:1][CH:2]=[CH2:3])[C:12]2[C:7](=[CH:8][CH:9]=[C:10]([N+:13]([O-:15])=[O:14])[CH:11]=2)[N:6]([CH3:22])[C:5]1=[O:16])[CH:18]=[CH2:19]. The catalyst class is: 42. (7) Reactant: [Cl:1][C:2]1[N:7]=[C:6]([N:8]2[CH2:12][C:11]([CH3:14])([CH3:13])[C@H:10]([OH:15])[CH2:9]2)[C:5]([F:16])=[C:4]([NH:17][NH2:18])[N:3]=1.[CH:19]1([CH2:24][C@H:25]([CH2:29][N:30]([CH:38]=[O:39])[O:31][CH:32]2[CH2:37][CH2:36][CH2:35][CH2:34][O:33]2)[C:26](O)=[O:27])[CH2:23][CH2:22][CH2:21][CH2:20]1.CN1CCOCC1.ON1C2N=CC=CC=2N=N1.C(Cl)CCl. Product: [Cl:1][C:2]1[N:3]=[C:4]([NH:17][NH:18][C:26](=[O:27])[C@H:25]([CH2:24][CH:19]2[CH2:20][CH2:21][CH2:22][CH2:23]2)[CH2:29][N:30]([O:31][CH:32]2[CH2:37][CH2:36][CH2:35][CH2:34][O:33]2)[CH:38]=[O:39])[C:5]([F:16])=[C:6]([N:8]2[CH2:9][C@@H:10]([OH:15])[C:11]([CH3:14])([CH3:13])[CH2:12]2)[N:7]=1. The catalyst class is: 3.